Dataset: Full USPTO retrosynthesis dataset with 1.9M reactions from patents (1976-2016). Task: Predict the reactants needed to synthesize the given product. Given the product [CH3:31][C:32]1([CH3:39])[C:36]([CH3:38])([CH3:37])[O:35][B:34]([C:2]2[CH:7]=[CH:6][C:5]([CH2:8][CH2:9][CH2:10][N:11]3[CH2:16][CH2:15][N:14]([C:17]([O:19][C:20]([CH3:23])([CH3:22])[CH3:21])=[O:18])[CH2:13][CH2:12]3)=[CH:4][CH:3]=2)[O:33]1, predict the reactants needed to synthesize it. The reactants are: Br[C:2]1[CH:7]=[CH:6][C:5]([CH2:8][CH2:9][CH2:10][N:11]2[CH2:16][CH2:15][N:14]([C:17]([O:19][C:20]([CH3:23])([CH3:22])[CH3:21])=[O:18])[CH2:13][CH2:12]2)=[CH:4][CH:3]=1.C(N(CC)CC)C.[CH3:31][C:32]1([CH3:39])[C:36]([CH3:38])([CH3:37])[O:35][BH:34][O:33]1.